Dataset: Full USPTO retrosynthesis dataset with 1.9M reactions from patents (1976-2016). Task: Predict the reactants needed to synthesize the given product. (1) Given the product [Cl:3][C:4]1[CH:9]=[C:8]([O:10][C:13]2[CH:14]=[C:15]([F:21])[C:16]([N+:18]([O-:20])=[O:19])=[CH:17][C:12]=2[Cl:11])[CH:7]=[CH:6][N:5]=1, predict the reactants needed to synthesize it. The reactants are: [H-].[Na+].[Cl:3][C:4]1[CH:9]=[C:8]([OH:10])[CH:7]=[CH:6][N:5]=1.[Cl:11][C:12]1[C:13](F)=[CH:14][C:15]([F:21])=[C:16]([N+:18]([O-:20])=[O:19])[CH:17]=1. (2) Given the product [Cl:32][C:31]1[C:4]2[N:5]([CH:14]=[C:2]([F:1])[CH:3]=2)[N:6]=[CH:7][C:8]=1[C:9]([NH2:23])=[O:10], predict the reactants needed to synthesize it. The reactants are: [F:1][C:2]1[CH:3]=[C:4]2[C:9]([OH:10])=[C:8](C(O)=O)[CH:7]=[N:6][N:5]2[CH:14]=1.O=P(Cl)(Cl)Cl.C([N:23](C(C)C)CC)(C)C.N.Cl[CH2:31][Cl:32]. (3) The reactants are: [CH:1]1([CH2:4][N:5]2[CH2:10][CH2:9][N:8]([C:11]3[CH:16]=[CH:15][CH:14]=[CH:13][C:12]=3[CH:17]3[CH2:22][C:21]([CH3:24])([CH3:23])[CH2:20][C:19]([CH3:26])([CH3:25])[CH2:18]3)[CH2:7][CH2:6]2)[CH2:3][CH2:2]1.[C:27]1([S:33]([OH:36])(=[O:35])=[O:34])[CH:32]=[CH:31][CH:30]=[CH:29][CH:28]=1. Given the product [C:27]1([S:33]([OH:36])(=[O:35])=[O:34])[CH:32]=[CH:31][CH:30]=[CH:29][CH:28]=1.[CH:1]1([CH2:4][N:5]2[CH2:6][CH2:7][N:8]([C:11]3[CH:16]=[CH:15][CH:14]=[CH:13][C:12]=3[CH:17]3[CH2:18][C:19]([CH3:26])([CH3:25])[CH2:20][C:21]([CH3:24])([CH3:23])[CH2:22]3)[CH2:9][CH2:10]2)[CH2:3][CH2:2]1, predict the reactants needed to synthesize it. (4) Given the product [N+:10]([C:13]1[CH:20]=[CH:19][CH:18]=[CH:17][C:14]=1[CH:15]=[N:1][C:2]1[CH:9]=[CH:8][C:5]([C:6]#[N:7])=[CH:4][CH:3]=1)([O-:12])=[O:11], predict the reactants needed to synthesize it. The reactants are: [NH2:1][C:2]1[CH:9]=[CH:8][C:5]([C:6]#[N:7])=[CH:4][CH:3]=1.[N+:10]([C:13]1[CH:20]=[CH:19][CH:18]=[CH:17][C:14]=1[CH:15]=O)([O-:12])=[O:11]. (5) Given the product [C:9]([O:13][CH:12]=[CH2:11])(=[O:14])[CH3:10].[C:1]([O:20][CH2:19][CH:17]1[O:18][CH2:16]1)(=[O:8])[C:2]([CH3:9])=[CH2:3].[CH3:9][O:13][CH:12]=[CH2:11].[CH:11]1[C:12](=[O:15])[O:13][C:9](=[O:14])[CH:10]=1, predict the reactants needed to synthesize it. The reactants are: [C:1]1(=[O:8])NCCC[CH2:3][CH2:2]1.[C:9]1(=[O:14])[O:13][CH2:12][CH2:11][CH2:10]1.[OH:15][CH2:16][CH:17]([CH2:19][OH:20])[OH:18]. (6) Given the product [CH2:1]([O:8][CH2:9][C:13]([Cl:15])=[O:14])[C:2]1[CH:3]=[CH:4][CH:5]=[CH:6][CH:7]=1, predict the reactants needed to synthesize it. The reactants are: [CH2:1]([O:8][C:9](=O)O)[C:2]1[CH:7]=[CH:6][CH:5]=[CH:4][CH:3]=1.C(Cl)(=O)[C:13]([Cl:15])=[O:14]. (7) Given the product [F:6][C:7]1[C:15]([S:16][CH3:17])=[C:14]([C:18]([F:21])([F:19])[F:20])[CH:13]=[CH:12][C:8]=1[C:9]([O:11][CH3:22])=[O:10], predict the reactants needed to synthesize it. The reactants are: S(=O)(=O)(O)O.[F:6][C:7]1[C:15]([S:16][CH3:17])=[C:14]([C:18]([F:21])([F:20])[F:19])[CH:13]=[CH:12][C:8]=1[C:9]([OH:11])=[O:10].[CH3:22]O.